This data is from Reaction yield outcomes from USPTO patents with 853,638 reactions. The task is: Predict the reaction yield, written as a fraction of the theoretical maximum amount of product (1.0 means a 100% yield; for example, 0.34 means a 34% yield). (1) The reactants are C(Cl)(=O)C(Cl)=O.CS(C)=O.[C:11]([O:15][C:16](=[O:26])[NH:17][CH2:18][C:19]1([CH2:24][OH:25])[CH2:23][CH2:22][CH2:21][CH2:20]1)([CH3:14])([CH3:13])[CH3:12].O. The catalyst is C(Cl)Cl. The product is [C:11]([O:15][C:16](=[O:26])[NH:17][CH2:18][C:19]1([CH:24]=[O:25])[CH2:23][CH2:22][CH2:21][CH2:20]1)([CH3:12])([CH3:14])[CH3:13]. The yield is 0.940. (2) The reactants are [ClH:1].Cl.[NH2:3][CH2:4][C@@:5]1([OH:13])[CH:10]2[CH2:11][CH2:12][N:7]([CH2:8][CH2:9]2)[CH2:6]1.C([O-])([O-])=O.[Cs+].[Cs+].N([C:23]1C=[C:27]([C:29]2C=NC=CC=2)[N:26]=[CH:25][N:24]=1)=C=S.C(N=C=[N:40][CH:41](C)C)(C)C. The yield is 0.350. The product is [Cl:1][C:29]1[N:40]=[CH:41][C:25]([NH:24][C:23]2[O:13][C@@:5]3([CH2:4][N:3]=2)[CH:10]2[CH2:9][CH2:8][N:7]([CH2:12][CH2:11]2)[CH2:6]3)=[N:26][CH:27]=1. The catalyst is CN(C)C=O. (3) The reactants are C(OC([N:8]1[C:16]2C(=CC=C(Cl)C=2)/[C:10](=[CH:18]/[C:19]2[CH:24]=[CH:23][CH:22]=[C:21]([Cl:25])[CH:20]=2)/[C:9]1=[O:26])=O)(C)(C)C.ClC1C(C)=CC(OC2CCOCC2)=C(C=[N:35]C(O[Si](C)(C)C)=C)C=1.F[C:52](F)(F)[C:53]([OH:55])=O.[C:58]1(C)[CH:63]=[CH:62][CH:61]=[CH:60][CH:59]=1. The yield is 0.330. The product is [Cl:25][C:21]1[CH:20]=[C:19]([CH:18]2[CH2:10][C:9](=[O:26])[NH:8][CH2:16][C:52]32[C:63]2[C:58](=[CH:59][CH:60]=[CH:61][CH:62]=2)[NH:35][C:53]3=[O:55])[CH:24]=[CH:23][CH:22]=1. The catalyst is ClCCl.